Task: Predict the reactants needed to synthesize the given product.. Dataset: Full USPTO retrosynthesis dataset with 1.9M reactions from patents (1976-2016) (1) Given the product [Br:1][C:2]1[CH:18]=[CH:17][CH:16]=[CH:15][C:3]=1[O:4][C:5]1[CH:14]=[CH:13][C:8]([C:9]([OH:11])=[O:10])=[CH:7][CH:6]=1, predict the reactants needed to synthesize it. The reactants are: [Br:1][C:2]1[CH:18]=[CH:17][CH:16]=[CH:15][C:3]=1[O:4][C:5]1[CH:14]=[CH:13][C:8]([C:9]([O:11]C)=[O:10])=[CH:7][CH:6]=1.CO.[OH-].[Na+]. (2) Given the product [Cl:14][C:10]1[CH:9]=[C:8]([C:6]2[N:5]=[C:4]3[CH2:15][CH2:16][CH2:17][C:3]3=[C:2]([NH:18][C:19]3[CH:20]=[CH:21][C:22]([O:23][CH:24]([CH3:29])[C:25]([O:27][CH3:28])=[O:26])=[CH:30][CH:31]=3)[CH:7]=2)[CH:13]=[CH:12][CH:11]=1, predict the reactants needed to synthesize it. The reactants are: Cl[C:2]1[CH:7]=[C:6]([C:8]2[CH:13]=[CH:12][CH:11]=[C:10]([Cl:14])[CH:9]=2)[N:5]=[C:4]2[CH2:15][CH2:16][CH2:17][C:3]=12.[NH2:18][C:19]1[CH:31]=[CH:30][C:22]([O:23][CH:24]([CH3:29])[C:25]([O:27][CH3:28])=[O:26])=[CH:21][CH:20]=1. (3) Given the product [CH:22]([C:20]1[CH:21]=[C:15]([O:13][C:7]2[CH:12]=[CH:11][CH:10]=[CH:9][CH:8]=2)[CH:16]=[C:17]([CH:25]([CH3:27])[CH3:26])[C:18]=1[NH2:19])([CH3:24])[CH3:23], predict the reactants needed to synthesize it. The reactants are: C([O-])([O-])=O.[K+].[K+].[C:7]1([OH:13])[CH:12]=[CH:11][CH:10]=[CH:9][CH:8]=1.Br[C:15]1[CH:21]=[C:20]([CH:22]([CH3:24])[CH3:23])[C:18]([NH2:19])=[C:17]([CH:25]([CH3:27])[CH3:26])[CH:16]=1.CN1C=CN=C1. (4) Given the product [F:1][C:2]1[CH:7]=[CH:6][C:5]([C:8]2[N:9]=[C:10]3[CH:15]=[CH:14][C:13]([N:16]4[CH2:21][CH2:20][CH:19]([N:22]5[CH2:26][CH2:25][CH2:24][CH2:23]5)[CH2:18][CH2:17]4)=[N:12][N:11]3[C:27]=2[C:28]2[CH:33]=[CH:32][N:31]=[C:30]3[NH:34][CH:35]=[CH:36][C:29]=23)=[CH:4][CH:3]=1, predict the reactants needed to synthesize it. The reactants are: [F:1][C:2]1[CH:7]=[CH:6][C:5]([C:8]2[N:9]=[C:10]3[CH:15]=[CH:14][C:13]([N:16]4[CH2:21][CH2:20][CH:19]([N:22]5[CH2:26][CH2:25][CH2:24][CH2:23]5)[CH2:18][CH2:17]4)=[N:12][N:11]3[C:27]=2[C:28]2[CH:33]=[CH:32][N:31]=[C:30]3[N:34](S(C4C=CC(C)=CC=4)(=O)=O)[CH:35]=[CH:36][C:29]=23)=[CH:4][CH:3]=1.[OH-].[Na+]. (5) Given the product [CH3:3][CH:2]([C:4]([O:6][C:7]1[CH:8]=[CH:9][C:10]([CH2:29][OH:30])=[CH:11][C:12]=1[C@@H:13]([C:23]1[CH:28]=[CH:27][CH:26]=[CH:25][CH:24]=1)[CH2:14][CH2:15][N:16]([CH:20]([CH3:21])[CH3:22])[CH:17]([CH3:18])[CH3:19])=[O:5])[CH3:1].[CH:43](/[C:42]([OH:49])=[O:48])=[CH:44]\[C:45]([OH:47])=[O:46], predict the reactants needed to synthesize it. The reactants are: [CH3:1][CH:2]([C:4]([O:6][C:7]1[CH:8]=[CH:9][C:10]([CH2:29][OH:30])=[CH:11][C:12]=1[C@@H:13]([C:23]1[CH:24]=[CH:25][CH:26]=[CH:27][CH:28]=1)[CH2:14][CH2:15][N:16]([CH:20]([CH3:22])[CH3:21])[CH:17]([CH3:19])[CH3:18])=[O:5])[CH3:3].C(OC(C)C)(C)C.CC(C)=O.[C:42]([OH:49])(=[O:48])/[CH:43]=[CH:44]/[C:45]([OH:47])=[O:46]. (6) Given the product [CH2:8]([S:10][C:5](=[O:6])[O:4][C:1]([CH3:3])=[CH2:2])[CH3:9], predict the reactants needed to synthesize it. The reactants are: [C:1]([O:4][C:5](Cl)=[O:6])([CH3:3])=[CH2:2].[CH2:8]([SH:10])[CH3:9].C(N(CC)CC)C. (7) Given the product [F:66][C:64]1[CH:63]=[C:45]([CH:44]=[C:43]([F:42])[CH:65]=1)[CH2:46][N:47]1[C@H:51]([CH3:52])[CH2:50][N:49]([C:53]2[S:54][C:55]([C:59]([NH:17][CH2:16][C:13]3[CH:12]=[N:11][C:10]([CH3:9])=[CH:15][N:14]=3)=[O:60])=[C:56]([CH3:58])[N:57]=2)[C:48]1=[O:62], predict the reactants needed to synthesize it. The reactants are: N1C=CC=C(CN)C=1.[CH3:9][C:10]1[N:11]=[CH:12][C:13]([CH2:16][NH2:17])=[N:14][CH:15]=1.FC1C=CC(CN2[C@@H](C)CN(C3SC(C(O)=O)=C(C)N=3)C2=O)=CC=1.[F:42][C:43]1[CH:44]=[C:45]([CH:63]=[C:64]([F:66])[CH:65]=1)[CH2:46][N:47]1[C@H:51]([CH3:52])[CH2:50][N:49]([C:53]2[S:54][C:55]([C:59](O)=[O:60])=[C:56]([CH3:58])[N:57]=2)[C:48]1=[O:62]. (8) Given the product [Cl:1][C:2]1[CH:10]=[CH:9][C:5]([C:6]([O:8][CH3:13])=[O:7])=[C:4]([CH3:11])[C:3]=1[SH:12], predict the reactants needed to synthesize it. The reactants are: [Cl:1][C:2]1[CH:10]=[CH:9][C:5]([C:6]([OH:8])=[O:7])=[C:4]([CH3:11])[C:3]=1[SH:12].[CH3:13]O. (9) Given the product [CH2:1]([O:8][C:9]1[CH:10]=[C:11]([CH:15]=[CH:16][C:17]=1[CH3:18])[C:12]#[N:14])[C:2]1[CH:3]=[CH:4][CH:5]=[CH:6][CH:7]=1, predict the reactants needed to synthesize it. The reactants are: [CH2:1]([O:8][C:9]1[CH:10]=[C:11]([CH:15]=[CH:16][C:17]=1[CH3:18])[C:12]([NH2:14])=O)[C:2]1[CH:7]=[CH:6][CH:5]=[CH:4][CH:3]=1.N1C=CN=C1.O=P(Cl)(Cl)Cl.